The task is: Predict the reactants needed to synthesize the given product.. This data is from Full USPTO retrosynthesis dataset with 1.9M reactions from patents (1976-2016). (1) Given the product [F:39][C:40]1[CH:41]=[C:42]([CH:67]=[C:68]([F:72])[C:69]=1[O:70][CH3:71])[CH2:43][N:44]1[C:49]2[CH:50]=[C:51]([C:53]3[CH:54]=[CH:55][CH:56]=[CH:57][CH:58]=3)[S:52][C:48]=2[C:47](=[O:59])[N:46]([CH:60]2[CH2:65][CH2:64][N:63]([C:28]([C:27]3[CH:31]=[CH:32][CH:33]=[C:25]([C:19]4[C:20]5[CH:21]=[C:22]([O:23][CH3:24])[C:13]([O:12][CH2:10][CH3:11])=[CH:14][C:15]=5[C@H:16]5[CH2:37][S:36][CH2:35][CH2:34][C@H:17]5[N:18]=4)[CH:26]=3)=[O:30])[CH2:62][CH2:61]2)[C:45]1=[O:66], predict the reactants needed to synthesize it. The reactants are: CCN(C(C)C)C(C)C.[CH2:10]([O:12][C:13]1[C:22]([O:23][CH3:24])=[CH:21][C:20]2[C:19]([C:25]3[CH:26]=[C:27]([CH:31]=[CH:32][CH:33]=3)[C:28]([OH:30])=O)=[N:18][C@@H:17]3[CH2:34][CH2:35][S:36][CH2:37][C@@H:16]3[C:15]=2[CH:14]=1)[CH3:11].Cl.[F:39][C:40]1[CH:41]=[C:42]([CH:67]=[C:68]([F:72])[C:69]=1[O:70][CH3:71])[CH2:43][N:44]1[C:49]2[CH:50]=[C:51]([C:53]3[CH:58]=[CH:57][CH:56]=[CH:55][CH:54]=3)[S:52][C:48]=2[C:47](=[O:59])[N:46]([CH:60]2[CH2:65][CH2:64][NH:63][CH2:62][CH2:61]2)[C:45]1=[O:66].CN(C(ON1N=NC2C=CC=CC1=2)=[N+](C)C)C.F[P-](F)(F)(F)(F)F. (2) Given the product [N+:11]([C:14]1[CH:19]=[C:18]([N+:20]([O-:22])=[O:21])[CH:17]=[CH:16][C:15]=1[S:23]([O:26][CH2:2][C:1]([C:4]1[CH:9]=[CH:8][C:7]([F:10])=[CH:6][N:5]=1)=[O:3])(=[O:25])=[O:24])([O-:13])=[O:12], predict the reactants needed to synthesize it. The reactants are: [C:1]([C:4]1[CH:9]=[CH:8][C:7]([F:10])=[CH:6][N:5]=1)(=[O:3])[CH3:2].[N+:11]([C:14]1[CH:19]=[C:18]([N+:20]([O-:22])=[O:21])[CH:17]=[CH:16][C:15]=1[S:23]([O:26]I(O)C1C=CC=CC=1)(=[O:25])=[O:24])([O-:13])=[O:12]. (3) The reactants are: [NH2:1][C:2]1[S:3][CH:4]=[CH:5][C:6]=1[C:7]#[N:8].[C:9]([O:15][CH2:16][CH3:17])(=[O:14])[CH2:10][C:11]([CH3:13])=O.Cl[Sn](Cl)(Cl)Cl. Given the product [NH2:8][C:7]1[C:10]([C:9]([O:15][CH2:16][CH3:17])=[O:14])=[C:11]([CH3:13])[N:1]=[C:2]2[S:3][CH:4]=[CH:5][C:6]=12, predict the reactants needed to synthesize it. (4) Given the product [Cl:1][C:2]1[C:7]([F:8])=[CH:6][C:5]([CH2:9][Br:10])=[CH:4][N:3]=1, predict the reactants needed to synthesize it. The reactants are: [Cl:1][C:2]1[C:7]([F:8])=[CH:6][C:5]([CH3:9])=[CH:4][N:3]=1.[Br:10]N1C(=O)CCC1=O.